This data is from Forward reaction prediction with 1.9M reactions from USPTO patents (1976-2016). The task is: Predict the product of the given reaction. (1) Given the reactants [Cl:1][C:2]1[CH:3]=[C:4]([NH:8][CH2:9][C:10]2[C:19]3[C:14](=[C:15]([F:20])[CH:16]=[CH:17][CH:18]=3)[NH:13][C:12](=[O:21])[CH:11]=2)[CH:5]=[CH:6][CH:7]=1.[C:22](O)(=[O:29])[C:23]1[CH:28]=[CH:27][CH:26]=[N:25][CH:24]=1, predict the reaction product. The product is: [Cl:1][C:2]1[CH:3]=[C:4]([N:8]([CH2:9][C:10]2[C:19]3[C:14](=[C:15]([F:20])[CH:16]=[CH:17][CH:18]=3)[NH:13][C:12](=[O:21])[CH:11]=2)[C:22](=[O:29])[C:23]2[CH:28]=[CH:27][CH:26]=[N:25][CH:24]=2)[CH:5]=[CH:6][CH:7]=1. (2) Given the reactants [H-].[Na+].[OH:3][CH:4]1[CH2:9][CH2:8][N:7]([C:10]([O:12][CH:13]([CH3:15])[CH3:14])=[O:11])[CH2:6][CH2:5]1.[Cl:16][C:17]1[C:22]([O:23][CH3:24])=[C:21](Cl)[N:20]=[CH:19][N:18]=1.O, predict the reaction product. The product is: [CH:13]([O:12][C:10]([N:7]1[CH2:6][CH2:5][CH:4]([O:3][C:21]2[C:22]([O:23][CH3:24])=[C:17]([Cl:16])[N:18]=[CH:19][N:20]=2)[CH2:9][CH2:8]1)=[O:11])([CH3:15])[CH3:14]. (3) Given the reactants Br[C:2]1[CH:7]=[CH:6][CH:5]=[C:4]([C:8]([O:11][CH3:12])([CH3:10])[CH3:9])[N:3]=1.[OH-].[NH4+].C([O-])([O-])=O.[K+].[K+].C[N:22](C)CCN, predict the reaction product. The product is: [CH3:12][O:11][C:8]([C:4]1[N:3]=[C:2]([NH2:22])[CH:7]=[CH:6][CH:5]=1)([CH3:10])[CH3:9]. (4) Given the reactants Br[CH2:2][CH2:3][CH2:4][O:5][C:6]1[CH:15]=[C:14]2[C:9]([CH2:10][CH2:11][C:12]([CH2:21][CH3:22])([C:16]([O:18]CC)=[O:17])[O:13]2)=[CH:8][CH:7]=1.[CH2:23]([C:26]1[CH:31]=[C:30]([O:32][C:33]2[CH:38]=[CH:37][C:36]([Cl:39])=[CH:35][CH:34]=2)[CH:29]=[CH:28][C:27]=1[OH:40])[CH2:24][CH3:25], predict the reaction product. The product is: [CH2:23]([C:26]1[CH:31]=[C:30]([O:32][C:33]2[CH:34]=[CH:35][C:36]([Cl:39])=[CH:37][CH:38]=2)[CH:29]=[CH:28][C:27]=1[O:40][CH2:2][CH2:3][CH2:4][O:5][C:6]1[CH:15]=[C:14]2[C:9]([CH2:10][CH2:11][C:12]([CH2:21][CH3:22])([C:16]([OH:18])=[O:17])[O:13]2)=[CH:8][CH:7]=1)[CH2:24][CH3:25].